This data is from Reaction yield outcomes from USPTO patents with 853,638 reactions. The task is: Predict the reaction yield, written as a fraction of the theoretical maximum amount of product (1.0 means a 100% yield; for example, 0.34 means a 34% yield). (1) The reactants are [CH3:1][C@@H:2]1[C@H:6]([C:7]2[CH:12]=[CH:11][CH:10]=[CH:9][CH:8]=2)[O:5][C:4](=[O:13])[N:3]1[C:14](=[O:24])[CH2:15][CH2:16][C@H:17]([CH3:23])[CH2:18][CH2:19][CH2:20][CH2:21][CH3:22].C[C@@H](CCCCC)CCC(O)=O. No catalyst specified. The product is [CH3:1][C@@H:2]1[C@H:6]([C:7]2[CH:12]=[CH:11][CH:10]=[CH:9][CH:8]=2)[O:5][C:4](=[O:13])[N:3]1[C:14](=[O:24])[CH2:15][CH2:16][C@@H:17]([CH3:23])[CH2:18][CH2:19][CH2:20][CH2:21][CH3:22]. The yield is 1.00. (2) The reactants are C([N:8]1[CH2:13][CH2:12][CH:11]([C:14]2[N:22]3[C:17]([C:18](=[O:35])[N:19]=[C:20]([NH:23][CH:24]([C:28]4[CH:33]=[CH:32][C:31]([Cl:34])=[CH:30][CH:29]=4)[CH2:25][CH2:26][OH:27])[NH:21]3)=[CH:16][N:15]=2)[CH2:10][CH2:9]1)C1C=CC=CC=1.C(Cl)(=O)OC(Cl)C. The catalyst is COCCOC. The product is [Cl:34][C:31]1[CH:32]=[CH:33][C:28]([CH:24]([NH:23][C:20]2[NH:21][N:22]3[C:14]([CH:11]4[CH2:12][CH2:13][NH:8][CH2:9][CH2:10]4)=[N:15][CH:16]=[C:17]3[C:18](=[O:35])[N:19]=2)[CH2:25][CH2:26][OH:27])=[CH:29][CH:30]=1. The yield is 0.707. (3) The catalyst is CO.O.[Zn]. The reactants are [F:1][C:2]1[CH:21]=[C:20]([N+:22]([O-])=O)[CH:19]=[CH:18][C:3]=1[O:4][C:5]1[N:10]=[CH:9][N:8]=[C:7]([NH:11][C:12]2[CH:17]=[CH:16][CH:15]=[CH:14][CH:13]=2)[CH:6]=1.[Cl-].[NH4+]. The product is [NH2:22][C:20]1[CH:19]=[CH:18][C:3]([O:4][C:5]2[N:10]=[CH:9][N:8]=[C:7]([NH:11][C:12]3[CH:17]=[CH:16][CH:15]=[CH:14][CH:13]=3)[CH:6]=2)=[C:2]([F:1])[CH:21]=1. The yield is 0.490. (4) The reactants are Br[C:2]1[S:3][CH:4]=[C:5]([Br:7])[CH:6]=1.B1([C:14]2[CH:19]=[CH:18][CH:17]=[N:16][CH:15]=2)OCCCO1.C([O-])([O-])=O.[Na+].[Na+]. The catalyst is CCO.C1(C)C=CC=CC=1. The product is [Br:7][C:5]1[CH:6]=[C:2]([C:14]2[CH:15]=[N:16][CH:17]=[CH:18][CH:19]=2)[S:3][CH:4]=1. The yield is 0.750.